From a dataset of Peptide-MHC class II binding affinity with 134,281 pairs from IEDB. Regression. Given a peptide amino acid sequence and an MHC pseudo amino acid sequence, predict their binding affinity value. This is MHC class II binding data. (1) The binding affinity (normalized) is 0.436. The MHC is DRB4_0101 with pseudo-sequence DRB4_0103. The peptide sequence is FFALCVLGLVAAALP. (2) The peptide sequence is YDNDNPYRTWHYCGS. The MHC is DRB3_0101 with pseudo-sequence DRB3_0101. The binding affinity (normalized) is 0.577.